From a dataset of Forward reaction prediction with 1.9M reactions from USPTO patents (1976-2016). Predict the product of the given reaction. (1) Given the reactants [CH:1]1([C:5]2[C:26]([C:27]3[NH:31][C:30]([CH3:32])=[N:29][N:28]=3)=[CH:25][C:8]([C:9]([N:11]3[CH2:16][CH2:15][CH:14]([C:17]4[CH:24]=[CH:23][C:20]([C:21]#[N:22])=[CH:19][CH:18]=4)[CH2:13][CH2:12]3)=[O:10])=[C:7]([CH3:33])[CH:6]=2)[CH2:4][CH2:3][CH2:2]1.Cl.[F:35]C1(C2C=CC(C#N)=CC=2)CCNCC1.Cl, predict the reaction product. The product is: [CH:1]1([C:5]2[C:26]([C:27]3[NH:31][C:30]([CH3:32])=[N:29][N:28]=3)=[CH:25][C:8]([C:9]([N:11]3[CH2:12][CH2:13][C:14]([C:17]4[CH:24]=[CH:23][C:20]([C:21]#[N:22])=[CH:19][CH:18]=4)([F:35])[CH2:15][CH2:16]3)=[O:10])=[C:7]([CH3:33])[CH:6]=2)[CH2:4][CH2:3][CH2:2]1. (2) Given the reactants [Br:1][CH2:2][CH2:3][O:4][C:5]1[C:14]2[O:13][CH2:12][CH2:11][O:10][C:9]=2[CH:8]=[CH:7][CH:6]=1.[CH3:15][C:16]1[N:17]=[C:18]([NH2:22])[S:19][C:20]=1[CH3:21], predict the reaction product. The product is: [BrH:1].[O:10]1[C:9]2[CH:8]=[CH:7][CH:6]=[C:5]([O:4][CH2:3][CH2:2][N:17]3[C:16]([CH3:15])=[C:20]([CH3:21])[S:19][C:18]3=[NH:22])[C:14]=2[O:13][CH2:12][CH2:11]1. (3) The product is: [C:26]([O:25][C:22]1[CH:21]=[CH:20][C:19]([NH:18][C:5]2[C:6]3[C:7](=[O:17])[C:8]4[C:13](=[CH:12][CH:11]=[CH:10][CH:9]=4)[C:14](=[O:16])[C:15]=3[C:2]([NH2:1])=[CH:3][CH:4]=2)=[CH:24][CH:23]=1)(=[O:30])[C:27]([CH3:29])=[CH2:28]. Given the reactants [NH2:1][C:2]1[C:15]2[C:14](=[O:16])[C:13]3[C:8](=[CH:9][CH:10]=[CH:11][CH:12]=3)[C:7](=[O:17])[C:6]=2[C:5]([NH:18][C:19]2[CH:24]=[CH:23][C:22]([OH:25])=[CH:21][CH:20]=2)=[CH:4][CH:3]=1.[C:26](O[C:26](=[O:30])[C:27]([CH3:29])=[CH2:28])(=[O:30])[C:27]([CH3:29])=[CH2:28].C(O)(=O)C, predict the reaction product.